From a dataset of Experimentally validated miRNA-target interactions with 360,000+ pairs, plus equal number of negative samples. Binary Classification. Given a miRNA mature sequence and a target amino acid sequence, predict their likelihood of interaction. (1) The miRNA is mmu-miR-3108-5p with sequence GUCUCUAAAGCUAGACGUUCCGG. The protein sequence of the target gene is MPVQAPQWTDFLSCPICTQTFDETIRKPISLGCGHTVCKMCLNKLHRKACPFDQTTINTDIELLPVNSALLQLVGAQIPEQQPITLCSGVEDTKHYEEAKKCVEELALYLKPLSSARGVGLNSTTQSVLSRPMQRKLVTLVHCQLVEEEGRIRAMRAARSLGERTVTELILQHQNPQQLSSNLWAAVRARGCQFLGPAMQEEALKLVLLALEDGSALSRKVLVLFVVQRLEPRFPQASKTSIGHVVQLLYRASCFKVTKRDEDSSLMQLKEEFRTYEALRREHDSQIVQIAMEAGLRIAP.... Result: 1 (interaction). (2) The miRNA is hsa-miR-218-2-3p with sequence CAUGGUUCUGUCAAGCACCGCG. The protein sequence of the target gene is MAASKPIEAAMAAAAAPGSGNGVGGGGGTAGPGSGAGTLPRWHVALAIGAPLLLGAGAMYLWSRRRRRREAGGRGDASGLKRNSERKTPEGRASPALGSGHHDGSGDSLEMSSLDRAQAAKNKGNKYFKAGKYEQAIQCYTEAISLCPTEKNVDLSTFYQNRAAAFEQLQKWKEVAQDCTKAVELNPKYVKALFRRAKAHEKLDNKKECLEDVTAVCILEGFQNEQSMLLADKVLKLLGKENAKEKYKNREPLMPSPQFIKSYFSSFTDDIISQPMLKGEKSDEDKDKEGEALEVKENSG.... Result: 0 (no interaction). (3) The miRNA is mmu-miR-203-3p with sequence GUGAAAUGUUUAGGACCACUAG. The protein sequence of the target gene is MSAKRAELKKTHLSKNYKAVCLELKPEPTKTFDYKAVKQEGRFTKAGVTQDLKNELREVREELKEKMEEIKQIKDLMDKDFDKLHEFVEIMKEMQKDMDEKMDILINTQKNYKLPLRRAPKEQQELRLMGKTHREPQLRPKKMDGASGVNGAPCALHKKTMAPQKTKQGSLDPLHHCGTCCEKCLLCALKNNYNRGNIPSEASGLYKGGEEPVTTQPSVGHAVPAPKSQTEGR. Result: 0 (no interaction). (4) The miRNA is hsa-miR-6782-5p with sequence UAGGGGUGGGGGAAUUCAGGGGUGU. Result: 0 (no interaction). The protein sequence of the target gene is MQVSRVLAALCGMLLCASGLFAASGDFCDSSLCLNGGTCLTGQDNDIYCLCPEGFTGLVCNETERGPCSPNPCYNDAKCLVTLDTQRGDIFTEYICQCPVGYSGIHCETETNYYNLDGEYMFTTAVPNTAVPTPAPTPDLSNNLASRCSTQLGMEGGAIADSQISASSVYMGFMGLQRWGPELARLYRTGIVNAWTASNYDSKPWIQVNLLRKMRVSGVMTQGASRAGRAEYLKTFKVAYSLDGRKFEFIQDESGGDKEFLGNLDNNSLKVNMFNPTLEAQYIKLYPVSCHRGCTLRFEL.... (5) The miRNA is hsa-miR-4421 with sequence ACCUGUCUGUGGAAAGGAGCUA. The protein sequence of the target gene is MAAEEEDEVEWVVESIAGFLRGPDWSIPILDFVEQKCEVFDDEEESKLTYTEIHQEYKELVEKLLESYLKEIGINEDQFQEACTSPLAKTRTSQAILQPVLAAEDFTIFKAMMVQKNIEMQLQAIRIIQERNGVLPDCLTDGADVVSDLEQEEMKILREVLRKSKEEYDQEEERKRKKQSSEAKMEELPVYTSEAEKMSNSQGDGEHFVQPPSEVKVHFANQSVQPLARKMELLPETSSLTQKGLKIPGLEHASMEGPIANLSALGTEELRQREHYLKQKRDKLLSMRKDTRTKQIQNTE.... Result: 0 (no interaction).